This data is from Reaction yield outcomes from USPTO patents with 853,638 reactions. The task is: Predict the reaction yield, written as a fraction of the theoretical maximum amount of product (1.0 means a 100% yield; for example, 0.34 means a 34% yield). (1) The reactants are Cl[C:2]1[C:7]([C:8]#[N:9])=[CH:6][N:5]=[C:4]([S:10][CH3:11])[N:3]=1.[NH2:12][CH:13]1[CH2:18][CH2:17][CH2:16][C:15]([CH3:20])([OH:19])[CH2:14]1.CCN(C(C)C)C(C)C. The catalyst is C(O)(C)C. The product is [OH:19][C@:15]1([CH3:20])[CH2:16][CH2:17][CH2:18][C@H:13]([NH:12][C:2]2[C:7]([C:8]#[N:9])=[CH:6][N:5]=[C:4]([S:10][CH3:11])[N:3]=2)[CH2:14]1.[OH:19][C@@:15]1([CH3:20])[CH2:16][CH2:17][CH2:18][C@@H:13]([NH:12][C:2]2[C:7]([C:8]#[N:9])=[CH:6][N:5]=[C:4]([S:10][CH3:11])[N:3]=2)[CH2:14]1. The yield is 0.330. (2) The product is [O:7]1[C@@H:3]2[CH2:4][CH2:5][CH2:6][C@@H:2]2[NH:1][C:11]1=[O:12]. The catalyst is O.CCOC(C)=O.C1COCC1. The reactants are [NH2:1][C@H:2]1[CH2:6][CH2:5][CH2:4][C@H:3]1[OH:7].Cl.[OH-].[K+].[C:11](=O)(OC(Cl)(Cl)Cl)[O:12]C(Cl)(Cl)Cl. The yield is 0.240. (3) The reactants are Br[C:2]1[CH:7]=[C:6]([O:8][CH3:9])[C:5]([OH:10])=[C:4]([O:11][CH3:12])[CH:3]=1.[O:13]1[CH:17]=[CH:16][CH:15]=[C:14]1B(O)O. No catalyst specified. The product is [O:13]1[CH:17]=[CH:16][CH:15]=[C:14]1[C:2]1[CH:7]=[C:6]([O:8][CH3:9])[C:5]([OH:10])=[C:4]([O:11][CH3:12])[CH:3]=1. The yield is 0.790. (4) The reactants are [Br:1][C:2]1[C:3]([S:9][CH3:10])=[N:4][C:5](Cl)=[N:6][CH:7]=1.[NH2:11][C:12]1[CH:13]=[C:14]([S:18]([CH3:26])(=[N:20][C:21]([O:23][CH2:24][CH3:25])=[O:22])=[O:19])[CH:15]=[CH:16][CH:17]=1. The catalyst is C(#N)C. The product is [CH2:24]([O:23][C:21]([N:20]=[S:18]([C:14]1[CH:15]=[CH:16][CH:17]=[C:12]([NH:11][C:5]2[N:4]=[C:3]([S:9][CH3:10])[C:2]([Br:1])=[CH:7][N:6]=2)[CH:13]=1)([CH3:26])=[O:19])=[O:22])[CH3:25]. The yield is 0.600. (5) The catalyst is C1(C)C=CC=CC=1.C1C=CC(/C=C/C(/C=C/C2C=CC=CC=2)=O)=CC=1.C1C=CC(/C=C/C(/C=C/C2C=CC=CC=2)=O)=CC=1.[Pd]. The product is [NH:8]1[C:9]2[C:5](=[CH:4][CH:3]=[C:2]([CH2:17][C:16]([O:15][C:11]([CH3:14])([CH3:13])[CH3:12])=[O:18])[CH:10]=2)[CH:6]=[N:7]1. The yield is 0.650. The reactants are Br[C:2]1[CH:10]=[C:9]2[C:5]([CH:6]=[N:7][NH:8]2)=[CH:4][CH:3]=1.[C:11]([O:15][C:16](=[O:18])[CH3:17])([CH3:14])([CH3:13])[CH3:12].[Li+].C[Si]([N-][Si](C)(C)C)(C)C.F[B-](F)(F)F.C(P(C(C)(C)C)C(C)(C)C)(C)(C)C. (6) The reactants are [Cl:1][C:2]1[N:3]=[C:4](Cl)[C:5]2[S:10][C:9]([Cl:11])=[CH:8][C:6]=2[N:7]=1.[I-].CC1NC=C[N+]=1C.[S:21]1[CH:25]=[CH:24][CH:23]=[C:22]1[CH:26]=[O:27].[H-].[Na+]. The catalyst is O1CCCC1. The product is [Cl:1][C:2]1[N:3]=[C:4]([C:26]([C:22]2[S:21][CH:25]=[CH:24][CH:23]=2)=[O:27])[C:5]2[S:10][C:9]([Cl:11])=[CH:8][C:6]=2[N:7]=1. The yield is 0.720. (7) The reactants are [CH2:1]([O:8][C:9](=[O:41])[NH:10][C@@H:11]1[CH2:17][CH2:16][CH2:15][N:14]([C:18]2[N:19]([CH3:40])[N:20]=[CH:21][C:22]=2[NH:23][C:24]([C:26]2[N:27]=[C:28](Br)[S:29][C:30]=2[NH:31][C:32]([O:34][C:35]([CH3:38])([CH3:37])[CH3:36])=[O:33])=[O:25])[CH2:13][CH2:12]1)[C:2]1[CH:7]=[CH:6][CH:5]=[CH:4][CH:3]=1.CC1(C)C(C)(C)OB([C:50]2[CH:55]=[CH:54][CH:53]=[CH:52][C:51]=2[C:56]([F:59])([F:58])[F:57])O1.C(=O)([O-])[O-].[Na+].[Na+].C([O-])(=O)C.[K+].ClCCl. The catalyst is Cl[Pd]Cl.C1(P(C2C=CC=CC=2)[C-]2C=CC=C2)C=CC=CC=1.[C-]1(P(C2C=CC=CC=2)C2C=CC=CC=2)C=CC=C1.[Fe+2].O.C(#N)C. The product is [CH2:1]([O:8][C:9](=[O:41])[NH:10][C@@H:11]1[CH2:17][CH2:16][CH2:15][N:14]([C:18]2[N:19]([CH3:40])[N:20]=[CH:21][C:22]=2[NH:23][C:24]([C:26]2[N:27]=[C:28]([C:50]3[CH:55]=[CH:54][CH:53]=[CH:52][C:51]=3[C:56]([F:59])([F:58])[F:57])[S:29][C:30]=2[NH:31][C:32]([O:34][C:35]([CH3:38])([CH3:37])[CH3:36])=[O:33])=[O:25])[CH2:13][CH2:12]1)[C:2]1[CH:7]=[CH:6][CH:5]=[CH:4][CH:3]=1. The yield is 0.574.